Dataset: Forward reaction prediction with 1.9M reactions from USPTO patents (1976-2016). Task: Predict the product of the given reaction. Given the reactants [C:1]([C:4]1[CH:5]=[C:6]([C:10]2[CH:25]=[CH:24][C:13]3[N:14]([CH2:19][C:20]([CH3:23])([CH3:22])[CH3:21])[C:15](=[O:18])[N:16]([CH3:17])[C:12]=3[CH:11]=2)[CH:7]=[CH:8][CH:9]=1)(=[O:3])[CH3:2].[C:26]1([Mg]Cl)[CH:31]=[CH:30][CH:29]=[CH:28][CH:27]=1, predict the reaction product. The product is: [CH3:22][C:20]([CH3:21])([CH3:23])[CH2:19][N:14]1[C:13]2[CH:24]=[CH:25][C:10]([C:6]3[CH:7]=[CH:8][CH:9]=[C:4]([C:1]([OH:3])([C:26]4[CH:31]=[CH:30][CH:29]=[CH:28][CH:27]=4)[CH3:2])[CH:5]=3)=[CH:11][C:12]=2[N:16]([CH3:17])[C:15]1=[O:18].